From a dataset of Catalyst prediction with 721,799 reactions and 888 catalyst types from USPTO. Predict which catalyst facilitates the given reaction. (1) Reactant: [CH2:1]([O:3][C:4]([C:6]1([NH:15][C:16](=[O:25])[C:17]2[CH:22]=[CH:21][CH:20]=[C:19]([CH3:23])[C:18]=2I)[CH2:14][C:13]2[C:8](=[CH:9][CH:10]=[CH:11][CH:12]=2)[CH2:7]1)=[O:5])[CH3:2]. Product: [CH2:1]([O:3][C:4]([C:6]1([NH:15][C:16](=[O:25])[C:17]2[CH:22]=[CH:21][CH:20]=[C:19]([CH3:23])[C:18]=2[CH:4]=[C:6]([CH3:14])[CH3:7])[CH2:14][C:13]2[C:8](=[CH:9][CH:10]=[CH:11][CH:12]=2)[CH2:7]1)=[O:5])[CH3:2]. The catalyst class is: 75. (2) Reactant: [C:1]([C:5]1[CH:10]=[CH:9][CH:8]=[CH:7][C:6]=1[N:11]1[CH2:16][CH2:15][N:14]([C:17]([C:19]2[CH:28]=[CH:27][C:22]3[NH:23][C:24]([SH:26])=[N:25][C:21]=3[CH:20]=2)=[O:18])[CH2:13][CH2:12]1)([CH3:4])([CH3:3])[CH3:2].Br[CH2:30][C:31]([O:33][C:34]([CH3:37])([CH3:36])[CH3:35])=[O:32].C(=O)([O-])[O-].[K+].[K+].CN(C)C=O. Product: [C:1]([C:5]1[CH:10]=[CH:9][CH:8]=[CH:7][C:6]=1[N:11]1[CH2:16][CH2:15][N:14]([C:17]([C:19]2[CH:28]=[CH:27][C:22]3[NH:23][C:24]([S:26][CH2:30][C:31]([O:33][C:34]([CH3:37])([CH3:36])[CH3:35])=[O:32])=[N:25][C:21]=3[CH:20]=2)=[O:18])[CH2:13][CH2:12]1)([CH3:4])([CH3:2])[CH3:3]. The catalyst class is: 6. (3) Reactant: [NH:1]1[CH:5]=[CH:4][N:3]=[CH:2]1.[H-].[Na+].Cl[CH:9]1[CH2:14][CH2:13][CH2:12][CH2:11][O:10]1.Cl.O1C=CCCC1. Product: [O:10]1[CH2:11][CH2:12][CH2:13][CH2:14][CH:9]1[N:1]1[CH:5]=[CH:4][N:3]=[CH:2]1. The catalyst class is: 36.